From a dataset of Experimentally validated miRNA-target interactions with 360,000+ pairs, plus equal number of negative samples. Binary Classification. Given a miRNA mature sequence and a target amino acid sequence, predict their likelihood of interaction. (1) The miRNA is mmu-miR-1b-3p with sequence UGGGUACAUAAAGAAGUAUGUGC. The protein sequence of the target gene is MISSTSVYGLKMQWTPEHAQWPEQHFDITSTTRSPAHKVEAYRGHLQRTYQYAWANDDISALTASNLLKKYAEKYSGILEGPVDRPVLSNYSDTPSGLVNGRKNDSEPWQPSLNSEAVYPMNCVPDVITASKAGVSSALPPVDVSASIGSSPGVASNLTEPSYSSSTCGSHTVPSLHAGLPSQEYAPGYNGSYLHSTYSSQATPALPSPHPSPLHSSGLLQPPPPPPPPPALVPGYNGTSNLSSYSYPSASYPPQTAVGSGYSPGGAPPPPSAYLPSGIPAPTPLPPTTVPGYTYQGHGL.... Result: 0 (no interaction). (2) Result: 1 (interaction). The protein sequence of the target gene is METPLDVLSRAASLVHADDEKREAALRGEPRMQTLPVASALSSHRTGPPPISPSKRKFSMEPGDEDLDCDNDHVSKMSRIFNPHLNKTANGDCRRDPRERSRSPIERAVAPTMSLHGSHLYTSLPSLGLEQPLALTKNSLDASRPAGLSPTLTPGERQQNRPSVITCASAGARNCNLSHCPIAHSGCAAPGPASYRRPPSAATTCDPVVEEHFRRSLGKNYKEPEPAPNSVSITGSVDDHFAKALGDTWLQIKAAKDGASSSPESASRRGQPASPSAHMVSHSHSPSVVS. The miRNA is hsa-miR-4706 with sequence AGCGGGGAGGAAGUGGGCGCUGCUU. (3) The miRNA is hsa-miR-5004-3p with sequence CUUGGAUUUUCCUGGGCCUCAG. Result: 0 (no interaction). The protein sequence of the target gene is MELEELGIREECGVFGCIASGEWPTQLDVPHVITLGLVGLQHRGQESAGIVTSDGSSVPTFKSHKGMGLVNHVFTEDNLKKLYVSNLGIGHTRYATTGKCELENCQPFVVETLHGKIAVAHNGELVNAARLRKKLLRHGIGLSTSSDSEMITQLLAYTPPQEQDDTPDWVARIKNLMKEAPTAYSLLIMHRDVIYAVRDPYGNRPLCIGRLIPVSDINDKEKKTSETEGWVVSSESCSFLSIGARYYREVLPGEIVEISRHNVQTLDIISRSEGNPVAFCIFEYVYFARPDSMFEDQMVY....